This data is from Reaction yield outcomes from USPTO patents with 853,638 reactions. The task is: Predict the reaction yield, written as a fraction of the theoretical maximum amount of product (1.0 means a 100% yield; for example, 0.34 means a 34% yield). (1) The product is [C:1]1([O:7][CH2:27][CH2:28][CH2:29][CH2:30][CH2:31][CH2:32][O:33][C:34]2[C:43]3[C:38](=[CH:39][CH:40]=[CH:41][CH:42]=3)[C:37](=[O:44])[C:36](=[O:45])[CH:35]=2)[CH:6]=[CH:5][CH:4]=[CH:3][CH:2]=1. The yield is 0.430. The reactants are [C:1]1([OH:7])[CH:6]=[CH:5][CH:4]=[CH:3][CH:2]=1.[OH-].C([N+](CCCC)(CCCC)CCCC)CCC.I[CH2:27][CH2:28][CH2:29][CH2:30][CH2:31][CH2:32][O:33][C:34]1[C:43]2[C:38](=[CH:39][CH:40]=[CH:41][CH:42]=2)[C:37](=[O:44])[C:36](=[O:45])[CH:35]=1. The catalyst is CN(C=O)C. (2) The reactants are Cl[CH2:2][C:3]1[O:4][C:5]2[CH:12]=[CH:11][CH:10]=[CH:9][C:6]=2[C:7]=1[CH3:8].[CH3:13][C:14]1([CH3:28])[C:18]([CH3:20])([CH3:19])[O:17][B:16]([C:21]2[CH:26]=[CH:25][C:24]([OH:27])=[CH:23][CH:22]=2)[O:15]1.C([O-])([O-])=O.[K+].[K+]. The catalyst is CC#N. The product is [CH3:8][C:7]1[C:6]2[CH:9]=[CH:10][CH:11]=[CH:12][C:5]=2[O:4][C:3]=1[CH2:2][O:27][C:24]1[CH:23]=[CH:22][C:21]([B:16]2[O:17][C:18]([CH3:20])([CH3:19])[C:14]([CH3:28])([CH3:13])[O:15]2)=[CH:26][CH:25]=1. The yield is 0.440. (3) The reactants are [CH3:1][O:2][C:3](=[O:44])[CH2:4][CH2:5][CH2:6]/[CH:7]=[CH:8]\[CH2:9][C@H:10]1[C:14](=[O:15])[CH2:13][C@@H:12](O[Si](C(C)(C)C)(C)C)[C@@H:11]1/[CH:24]=[CH:25]/[C@@H:26]([O:36][Si](C(C)(C)C)(C)C)[CH2:27][CH2:28][C:29]1[S:30][C:31]([CH3:35])=[C:32]([Br:34])[CH:33]=1.CC(O)=O.O.C([O-])(O)=O.[Na+]. The catalyst is C1COCC1. The product is [CH3:1][O:2][C:3](=[O:44])[CH2:4][CH2:5][CH2:6]/[CH:7]=[CH:8]\[CH2:9][C@H:10]1[C:14](=[O:15])[CH:13]=[CH:12][C@@H:11]1/[CH:24]=[CH:25]/[C@@H:26]([OH:36])[CH2:27][CH2:28][C:29]1[S:30][C:31]([CH3:35])=[C:32]([Br:34])[CH:33]=1. The yield is 0.510.